Dataset: Catalyst prediction with 721,799 reactions and 888 catalyst types from USPTO. Task: Predict which catalyst facilitates the given reaction. Reactant: [NH2:1][C:2]1[CH:7]=[CH:6][C:5]([CH:8]2[CH2:22][N:12]3[C:13](=[O:21])[NH:14][C:15]4[CH:16]=[CH:17][CH:18]=[CH:19][C:20]=4[C:11]3=[N:10][CH2:9]2)=[CH:4][CH:3]=1.[F:23][C:24]([F:35])([F:34])[C:25]1[CH:26]=[C:27]([CH:31]=[CH:32][CH:33]=1)[C:28](Cl)=[O:29]. Product: [O:21]=[C:13]1[N:12]2[CH2:22][CH:8]([C:5]3[CH:6]=[CH:7][C:2]([NH:1][C:28](=[O:29])[C:27]4[CH:31]=[CH:32][CH:33]=[C:25]([C:24]([F:23])([F:34])[F:35])[CH:26]=4)=[CH:3][CH:4]=3)[CH2:9][N:10]=[C:11]2[C:20]2[CH:19]=[CH:18][CH:17]=[CH:16][C:15]=2[NH:14]1. The catalyst class is: 17.